Dataset: Catalyst prediction with 721,799 reactions and 888 catalyst types from USPTO. Task: Predict which catalyst facilitates the given reaction. Reactant: [H-].[Na+].[OH:3]CCNC(=O)C.F[C:11]1[CH:20]=[CH:19][CH:18]=[C:17]2[C:12]=1[C:13]([NH:21][C:22]1[CH:23]=[C:24]3[C:28](=[CH:29][CH:30]=1)[N:27]([CH2:31][C:32]1[CH:37]=[CH:36][CH:35]=[CH:34][N:33]=1)[N:26]=[CH:25]3)=[N:14][CH:15]=[N:16]2. Product: [N:33]1[CH:34]=[CH:35][CH:36]=[CH:37][C:32]=1[CH2:31][N:27]1[C:28]2[C:24](=[CH:23][C:22]([NH:21][C:13]3[C:12]4[C:11]([OH:3])=[CH:20][CH:19]=[CH:18][C:17]=4[N:16]=[CH:15][N:14]=3)=[CH:30][CH:29]=2)[CH:25]=[N:26]1. The catalyst class is: 44.